This data is from Full USPTO retrosynthesis dataset with 1.9M reactions from patents (1976-2016). The task is: Predict the reactants needed to synthesize the given product. (1) Given the product [CH3:9][O:8][C:6](=[O:7])[C:5]1[CH:10]=[C:11]([O:14][CH3:15])[C:12]([O:13][CH2:18][CH2:19][N:20]2[CH2:25][CH2:24][O:23][CH2:22][CH2:21]2)=[C:3]([O:2][CH3:1])[CH:4]=1, predict the reactants needed to synthesize it. The reactants are: [CH3:1][O:2][C:3]1[CH:4]=[C:5]([CH:10]=[C:11]([O:14][CH3:15])[C:12]=1[OH:13])[C:6]([O:8][CH3:9])=[O:7].Cl.Cl[CH2:18][CH2:19][N:20]1[CH2:25][CH2:24][O:23][CH2:22][CH2:21]1.C([O-])([O-])=O.[K+].[K+]. (2) Given the product [CH3:7][N:8]([CH2:18][C:17]1[CH:20]=[CH:21][CH:22]=[CH:23][C:16]=1[N+:13]([O-:15])=[O:14])[S:9]([CH3:12])(=[O:11])=[O:10], predict the reactants needed to synthesize it. The reactants are: C(=O)([O-])[O-].[K+].[K+].[CH3:7][NH:8][S:9]([CH3:12])(=[O:11])=[O:10].[N+:13]([C:16]1[CH:23]=[CH:22][CH:21]=[CH:20][C:17]=1[CH2:18]Cl)([O-:15])=[O:14]. (3) Given the product [CH3:1][S:2]([C:5]1[CH:10]=[CH:9][C:8]([CH:11]([CH2:15][CH:16]2[CH2:21][CH2:20][CH2:19][CH2:18][O:17]2)[C:12]([NH:32][C:33]2[S:34][CH:35]=[CH:36][N:37]=2)=[O:13])=[CH:7][C:6]=1[C:22]([F:24])([F:23])[F:25])(=[O:3])=[O:4], predict the reactants needed to synthesize it. The reactants are: [CH3:1][S:2]([C:5]1[CH:10]=[CH:9][C:8]([CH:11]([CH2:15][CH:16]2[CH2:21][CH2:20][CH2:19][CH2:18][O:17]2)[C:12](O)=[O:13])=[CH:7][C:6]=1[C:22]([F:25])([F:24])[F:23])(=[O:4])=[O:3].C(Cl)(=O)C(Cl)=O.[NH2:32][C:33]1[S:34][CH:35]=[CH:36][N:37]=1.N1C(C)=CC=CC=1C. (4) Given the product [Cl:21][C:17]1[C:16]([F:22])=[C:15]([CH2:14][N:4]2[CH2:5][CH2:6][CH:7]([C:9]([O:11][CH3:12])=[O:10])[CH2:8][CH:3]2[CH3:2])[CH:20]=[CH:19][CH:18]=1, predict the reactants needed to synthesize it. The reactants are: Cl.[CH3:2][CH:3]1[CH2:8][CH:7]([C:9]([O:11][CH3:12])=[O:10])[CH2:6][CH2:5][NH:4]1.Br[CH2:14][C:15]1[CH:20]=[CH:19][CH:18]=[C:17]([Cl:21])[C:16]=1[F:22].C(#N)C.C(=O)([O-])[O-].[K+].[K+]. (5) Given the product [F:1][C:2]1[CH:8]=[C:7]([C:9]([F:10])([F:11])[F:12])[CH:6]=[C:5]([I:13])[C:3]=1[NH2:4], predict the reactants needed to synthesize it. The reactants are: [F:1][C:2]1[CH:8]=[C:7]([C:9]([F:12])([F:11])[F:10])[CH:6]=[CH:5][C:3]=1[NH2:4].[I:13]Cl.